Dataset: Full USPTO retrosynthesis dataset with 1.9M reactions from patents (1976-2016). Task: Predict the reactants needed to synthesize the given product. (1) Given the product [F:24][C:20]1[CH:21]=[CH:22][CH:23]=[C:2]([F:1])[C:3]=1[CH2:4][O:5][C:6]1[C:7]2[N:8]([C:13]([C:17]([NH:58][C@H:59]3[CH2:63][CH2:62][NH:61][C:60]3=[O:64])=[O:19])=[C:14]([CH3:16])[N:15]=2)[CH:9]=[C:10]([CH3:12])[N:11]=1, predict the reactants needed to synthesize it. The reactants are: [F:1][C:2]1[CH:23]=[CH:22][CH:21]=[C:20]([F:24])[C:3]=1[CH2:4][O:5][C:6]1[C:7]2[N:8]([C:13]([C:17]([OH:19])=O)=[C:14]([CH3:16])[N:15]=2)[CH:9]=[C:10]([CH3:12])[N:11]=1.CN(C(ON1N=NC2C=CC=NC1=2)=[N+](C)C)C.F[P-](F)(F)(F)(F)F.C(N(CC)C(C)C)(C)C.[NH2:58][C@H:59]1[CH2:63][CH2:62][NH:61][C:60]1=[O:64]. (2) Given the product [CH3:1][O:22][C:21](=[O:23])[CH2:20][CH2:19][CH:16]1[CH2:17][CH2:18][N:13]([C:11]([O:10][C:6]([CH3:9])([CH3:7])[CH3:8])=[O:12])[CH2:14][CH2:15]1, predict the reactants needed to synthesize it. The reactants are: [CH3:1]N(C)C=O.[C:6]([O:10][C:11]([N:13]1[CH2:18][CH2:17][CH:16]([CH2:19][CH2:20][C:21]([OH:23])=[O:22])[CH2:15][CH2:14]1)=[O:12])([CH3:9])([CH3:8])[CH3:7].C(=O)([O-])[O-].[K+].[K+].IC. (3) Given the product [CH3:23][O:22][C:19]1[CH:20]=[CH:21][C:16]([O:14][CH:11]2[CH2:10][CH2:9][NH:8][CH2:13][CH2:12]2)=[N:17][CH:18]=1, predict the reactants needed to synthesize it. The reactants are: C(OC([N:8]1[CH2:13][CH2:12][CH:11]([OH:14])[CH2:10][CH2:9]1)=O)(C)(C)C.Cl[C:16]1[CH:21]=[CH:20][C:19]([O:22][CH3:23])=[CH:18][N+:17]=1[O-]. (4) Given the product [CH2:1]([O:5][C:6]1[CH:11]=[C:10]([N:12]([CH2:28][CH3:29])[CH2:13][C:14]#[C:16][CH3:17])[N:9]=[CH:8][N:7]=1)[C:2]#[C:3][CH3:4], predict the reactants needed to synthesize it. The reactants are: [CH2:1]([O:5][C:6]1[CH:11]=[C:10]([NH:12][CH2:13][CH3:14])[N:9]=[CH:8][N:7]=1)[C:2]#[C:3][CH3:4].Br[CH2:16][C:17]#CC.[H-].[Na+].CN(C)C=O.O1CC[CH2:29][CH2:28]1. (5) The reactants are: [CH2:1]([O:3][C:4]([C:6]1[N:7]([C:17]2[CH:22]=[CH:21][C:20]([O:23][CH:24]([CH3:26])[CH3:25])=[CH:19][CH:18]=2)[C:8]2[C:13]([C:14]=1I)=[CH:12][C:11]([Br:16])=[CH:10][CH:9]=2)=[O:5])[CH3:2].C([Mg]Cl)(C)C.[Li+].[Cl-].Cl[C:35]([O:37][CH2:38][CH3:39])=[O:36].[NH4+].[Cl-]. Given the product [CH2:1]([O:3][C:4]([C:6]1[N:7]([C:17]2[CH:22]=[CH:21][C:20]([O:23][CH:24]([CH3:26])[CH3:25])=[CH:19][CH:18]=2)[C:8]2[C:13]([C:14]=1[C:35]([O:37][CH2:38][CH3:39])=[O:36])=[CH:12][C:11]([Br:16])=[CH:10][CH:9]=2)=[O:5])[CH3:2], predict the reactants needed to synthesize it. (6) Given the product [CH3:40][O:39][C:36]1[N:35]=[CH:34][C:33]([NH:32][C:16]2[C:15]([C:13]3[N:12]=[C:11]([CH3:41])[N:10]=[C:9]([NH2:8])[N:14]=3)=[CH:20][C:19]([CH2:21][CH:22]3[CH2:27][CH2:26][N:25]([S:28]([CH3:31])(=[O:30])=[O:29])[CH2:24][CH2:23]3)=[CH:18][N:17]=2)=[CH:38][CH:37]=1, predict the reactants needed to synthesize it. The reactants are: COC1C=CC(C[N:8](CC2C=CC(OC)=CC=2)[C:9]2[N:14]=[C:13]([C:15]3[C:16]([NH:32][C:33]4[CH:34]=[N:35][C:36]([O:39][CH3:40])=[CH:37][CH:38]=4)=[N:17][CH:18]=[C:19]([CH2:21][CH:22]4[CH2:27][CH2:26][N:25]([S:28]([CH3:31])(=[O:30])=[O:29])[CH2:24][CH2:23]4)[CH:20]=3)[N:12]=[C:11]([CH3:41])[N:10]=2)=CC=1.C(O)(C(F)(F)F)=O. (7) Given the product [OH:28][C@H:20]([C:21]1[CH:26]=[CH:25][C:24]([OH:27])=[CH:23][CH:22]=1)[C@@H:19]([NH:18][CH2:17][CH2:16][C:12]1[C:11]2[C:15](=[C:7]([C:6]([O:46][CH2:44][CH3:45])=[O:55])[CH:8]=[CH:9][CH:10]=2)[NH:14][CH:13]=1)[CH3:29], predict the reactants needed to synthesize it. The reactants are: C(N(CC)C([CH2:6][C:7]1[CH:8]=[CH:9][CH:10]=[C:11]2[C:15]=1[NH:14][CH:13]=[C:12]2[CH2:16][CH2:17][NH:18][C@@H:19]([CH3:29])[C@H:20]([OH:28])[C:21]1[CH:26]=[CH:25][C:24]([OH:27])=[CH:23][CH:22]=1)=O)C.P([O-])([O-])(O)=O.[Na+].[Na+].F[B-](F)(F)F.[CH2:44]([O+:46](CC)CC)[CH3:45].C(Cl)Cl.C(=O)([O-])[OH:55].[Na+].